Binary Classification. Given a T-cell receptor sequence (or CDR3 region) and an epitope sequence, predict whether binding occurs between them. From a dataset of TCR-epitope binding with 47,182 pairs between 192 epitopes and 23,139 TCRs. (1) The epitope is GTITSGWTF. The TCR CDR3 sequence is CASSPGTSGSSQETQYF. Result: 1 (the TCR binds to the epitope). (2) The epitope is LPPIVAKEI. The TCR CDR3 sequence is CASGHGMGASTSGYTF. Result: 1 (the TCR binds to the epitope). (3) The epitope is ELAGIGILTV. The TCR CDR3 sequence is CATSSPRGEGGSPLHF. Result: 1 (the TCR binds to the epitope). (4) The epitope is YVFCTVNAL. The TCR CDR3 sequence is CASRAGEYEQYF. Result: 1 (the TCR binds to the epitope). (5) The epitope is TLIGDCATV. The TCR CDR3 sequence is CASSDSQGTFLDNEQFF. Result: 1 (the TCR binds to the epitope). (6) The epitope is KLPDDFTGCV. The TCR CDR3 sequence is CASRLAGDTGELFF. Result: 1 (the TCR binds to the epitope). (7) The epitope is QECVRGTTVL. The TCR CDR3 sequence is CASNNSTGNQPQHF. Result: 1 (the TCR binds to the epitope). (8) The epitope is TLIGDCATV. Result: 1 (the TCR binds to the epitope). The TCR CDR3 sequence is CASSDALVTNEQFF. (9) The epitope is ELAGIGILTV. The TCR CDR3 sequence is CASSFTWTSGETTDTQYF. Result: 0 (the TCR does not bind to the epitope). (10) The epitope is KLPDDFTGCV. The TCR CDR3 sequence is CASSSSGWTGGGNQPQHF. Result: 1 (the TCR binds to the epitope).